The task is: Predict the reactants needed to synthesize the given product.. This data is from Full USPTO retrosynthesis dataset with 1.9M reactions from patents (1976-2016). (1) Given the product [Cl:13][C:14]1[CH:15]=[CH:16][C:17]([C:18]2[N:10]([C:6]3[CH:5]=[C:4]([O:3][CH:2]([F:1])[F:12])[N:8]([CH3:9])[N:7]=3)[N:11]=[C:26]([CH3:27])[C:20]=2[CH2:21][C:22]([O:24][CH3:25])=[O:23])=[CH:29][CH:30]=1, predict the reactants needed to synthesize it. The reactants are: [F:1][CH:2]([F:12])[O:3][C:4]1[N:8]([CH3:9])[N:7]=[C:6]([NH:10][NH2:11])[CH:5]=1.[Cl:13][C:14]1[CH:30]=[CH:29][C:17]([C:18]([CH:20]([C:26](=O)[CH3:27])[CH2:21][C:22]([O:24][CH3:25])=[O:23])=O)=[CH:16][CH:15]=1.O. (2) Given the product [F:67][C:49]([F:48])([F:66])[C:50]1[CH:51]=[C:52]([C:56]2[CH:65]=[CH:64][C:59]3[NH:60][C:61]([NH:63][C:11]([C:9]4[N:10]=[C:5]5[CH:4]=[CH:3][C:2]([Cl:1])=[N:7][N:6]5[CH:8]=4)=[O:13])=[N:62][C:58]=3[CH:57]=2)[CH:53]=[CH:54][CH:55]=1, predict the reactants needed to synthesize it. The reactants are: [Cl:1][C:2]1[CH:3]=[CH:4][C:5]2[N:6]([CH:8]=[C:9]([C:11]([OH:13])=O)[N:10]=2)[N:7]=1.CN(C(ON1N=NC2C=CC=CC1=2)=[N+](C)C)C.F[P-](F)(F)(F)(F)F.CCN(C(C)C)C(C)C.Br.[F:48][C:49]([F:67])([F:66])[C:50]1[CH:51]=[C:52]([C:56]2[CH:65]=[CH:64][C:59]3[NH:60][C:61]([NH2:63])=[N:62][C:58]=3[CH:57]=2)[CH:53]=[CH:54][CH:55]=1.C(=O)(O)[O-].[Na+]. (3) The reactants are: [OH:1][C@@H:2]1[CH2:7][CH2:6][CH2:5][CH2:4][C@H:3]1[NH:8][C:9]1[S:10][C:11]2[CH:17]=[C:16]([O:18][C:19]3[CH:24]=[CH:23][N:22]=[C:21]([C:25]([O:27]C(C)(C)C)=[O:26])[CH:20]=3)[CH:15]=[CH:14][C:12]=2[N:13]=1.Cl. Given the product [OH:1][C@@H:2]1[CH2:7][CH2:6][CH2:5][CH2:4][C@H:3]1[NH:8][C:9]1[S:10][C:11]2[CH:17]=[C:16]([O:18][C:19]3[CH:24]=[CH:23][N:22]=[C:21]([C:25]([OH:27])=[O:26])[CH:20]=3)[CH:15]=[CH:14][C:12]=2[N:13]=1, predict the reactants needed to synthesize it.